The task is: Predict the reactants needed to synthesize the given product.. This data is from Full USPTO retrosynthesis dataset with 1.9M reactions from patents (1976-2016). The reactants are: [O:1]([C:8]1[CH:13]=[CH:12][C:11]([CH2:14][NH:15][C:16](=[O:25])[C:17]2[CH:22]=[CH:21][C:20](Cl)=[N:19][C:18]=2[NH2:24])=[CH:10][CH:9]=1)[C:2]1[CH:7]=[CH:6][CH:5]=[CH:4][CH:3]=1.[H-].[Na+].[CH2:28]([OH:31])[CH2:29][CH3:30].CN1CCCC1=O. Given the product [O:1]([C:8]1[CH:13]=[CH:12][C:11]([CH2:14][NH:15][C:16](=[O:25])[C:17]2[CH:22]=[CH:21][C:20]([O:31][CH2:28][CH2:29][CH3:30])=[N:19][C:18]=2[NH2:24])=[CH:10][CH:9]=1)[C:2]1[CH:7]=[CH:6][CH:5]=[CH:4][CH:3]=1, predict the reactants needed to synthesize it.